Dataset: Forward reaction prediction with 1.9M reactions from USPTO patents (1976-2016). Task: Predict the product of the given reaction. (1) Given the reactants Cl[C:2]1[N:7]=[C:6]([CH:8]([OH:10])[CH3:9])[CH:5]=[CH:4][N:3]=1.[Br:11][C:12]1[CH:13]=[C:14]([CH:16]=[C:17]([CH3:19])[CH:18]=1)[NH2:15].C(O)(=O)C, predict the reaction product. The product is: [Br:11][C:12]1[CH:13]=[C:14]([NH:15][C:2]2[N:7]=[C:6]([CH:8]([OH:10])[CH3:9])[CH:5]=[CH:4][N:3]=2)[CH:16]=[C:17]([CH3:19])[CH:18]=1. (2) Given the reactants [F:1][C:2]1[CH:42]=[C:41]([F:43])[CH:40]=[CH:39][C:3]=1[CH2:4][N:5]([CH2:18][C:19]1[CH:38]=[CH:37][C:22]([O:23][C:24]2[CH:25]=[C:26]([CH:34]=[CH:35][CH:36]=2)[O:27][CH2:28][CH2:29][CH2:30][C:31](O)=[O:32])=[CH:21][CH:20]=1)[C:6]1[CH:11]=[CH:10][CH:9]=[C:8]([NH:12][S:13]([CH3:16])(=[O:15])=[O:14])[C:7]=1[CH3:17].Cl.C([O:47][C:48](=[O:52])[CH2:49][NH:50][CH3:51])C, predict the reaction product. The product is: [F:1][C:2]1[CH:42]=[C:41]([F:43])[CH:40]=[CH:39][C:3]=1[CH2:4][N:5]([CH2:18][C:19]1[CH:38]=[CH:37][C:22]([O:23][C:24]2[CH:25]=[C:26]([CH:34]=[CH:35][CH:36]=2)[O:27][CH2:28][CH2:29][CH2:30][C:31]([N:50]([CH3:51])[CH2:49][C:48]([OH:47])=[O:52])=[O:32])=[CH:21][CH:20]=1)[C:6]1[CH:11]=[CH:10][CH:9]=[C:8]([NH:12][S:13]([CH3:16])(=[O:15])=[O:14])[C:7]=1[CH3:17]. (3) Given the reactants [F:1][C:2]1[CH:3]=[C:4]([C:15]23[CH2:22][CH2:21][C:18]([CH2:23]I)([CH2:19][CH2:20]2)[CH2:17][O:16]3)[CH:5]=[C:6]([O:8][CH:9]2[CH2:14][CH2:13][CH2:12][CH2:11][O:10]2)[CH:7]=1.C1OCCOCCOCCOCCOCCOC1.[C-:43]#[N:44].[Na+], predict the reaction product. The product is: [F:1][C:2]1[CH:3]=[C:4]([C:15]23[CH2:22][CH2:21][C:18]([CH2:23][C:43]#[N:44])([CH2:19][CH2:20]2)[CH2:17][O:16]3)[CH:5]=[C:6]([O:8][CH:9]2[CH2:14][CH2:13][CH2:12][CH2:11][O:10]2)[CH:7]=1. (4) Given the reactants [Br:1][C:2]1[CH:3]=[CH:4][C:5]([OH:10])=[C:6]([CH:9]=1)[CH:7]=[O:8].C([O-])([O-])=O.[K+].[K+].Br[CH2:18][CH2:19][O:20][Si:21]([C:24]([CH3:27])([CH3:26])[CH3:25])([CH3:23])[CH3:22].O, predict the reaction product. The product is: [Br:1][C:2]1[CH:3]=[CH:4][C:5]([O:10][CH2:18][CH2:19][O:20][Si:21]([C:24]([CH3:27])([CH3:26])[CH3:25])([CH3:23])[CH3:22])=[C:6]([CH:9]=1)[CH:7]=[O:8].